This data is from Reaction yield outcomes from USPTO patents with 853,638 reactions. The task is: Predict the reaction yield, written as a fraction of the theoretical maximum amount of product (1.0 means a 100% yield; for example, 0.34 means a 34% yield). The reactants are [N:1]1[CH:6]=[CH:5][CH:4]=[C:3]([C:7]2[S:8][C:9]([C:12](=[N:14][OH:15])[CH3:13])=[CH:10][N:11]=2)[CH:2]=1.C(=O)([O-])[O-].Cl[C:21]1[N:26]=[CH:25][CH:24]=[CH:23][N:22]=1. The catalyst is C(#N)C. The product is [N:1]1[CH:6]=[CH:5][CH:4]=[C:3]([C:7]2[S:8][C:9]([C:12](=[N:14][O:15][C:21]3[N:26]=[CH:25][CH:24]=[CH:23][N:22]=3)[CH3:13])=[CH:10][N:11]=2)[CH:2]=1. The yield is 0.380.